From a dataset of Reaction yield outcomes from USPTO patents with 853,638 reactions. Predict the reaction yield, written as a fraction of the theoretical maximum amount of product (1.0 means a 100% yield; for example, 0.34 means a 34% yield). (1) The reactants are [NH2:1][C:2]1[CH:3]=[C:4]([CH:21]=[CH:22][CH:23]=1)[O:5][C:6]1[CH:7]=[CH:8][C:9]2[N:10]([CH:12]=[C:13]([NH:15][C:16]([CH:18]3[CH2:20][CH2:19]3)=[O:17])[N:14]=2)[N:11]=1.[NH:24]1[C:32]2[C:27](=[CH:28][CH:29]=[CH:30][CH:31]=2)[C:26]([C:33](O)=[O:34])=[N:25]1.C(Cl)(=O)C(Cl)=O.O1CCCC1. The catalyst is CN(C)C=O.CN1CCCC1=O. The product is [CH:18]1([C:16]([NH:15][C:13]2[N:14]=[C:9]3[CH:8]=[CH:7][C:6]([O:5][C:4]4[CH:3]=[C:2]([NH:1][C:33]([C:26]5[C:27]6[C:32](=[CH:31][CH:30]=[CH:29][CH:28]=6)[NH:24][N:25]=5)=[O:34])[CH:23]=[CH:22][CH:21]=4)=[N:11][N:10]3[CH:12]=2)=[O:17])[CH2:20][CH2:19]1. The yield is 0.680. (2) The reactants are C(N(CC)CC)C.[OH:8][C:9]1[CH:14]=[CH:13][C:12]([C:15]2[CH2:19][C:18]([C:21]([F:24])([F:23])[F:22])([OH:20])[O:17][N:16]=2)=[CH:11][CH:10]=1.[C:25]1([S:31](Cl)(=[O:33])=[O:32])[CH:30]=[CH:29][CH:28]=[CH:27][CH:26]=1. The catalyst is C(Cl)Cl. The product is [OH:20][C:18]1([C:21]([F:24])([F:23])[F:22])[O:17][N:16]=[C:15]([C:12]2[CH:11]=[CH:10][C:9]([O:8][S:31]([C:25]3[CH:30]=[CH:29][CH:28]=[CH:27][CH:26]=3)(=[O:33])=[O:32])=[CH:14][CH:13]=2)[CH2:19]1. The yield is 0.990. (3) The reactants are [CH2:1]([O:8][C:9]([N:11]1[CH2:16][C@H:15]([OH:17])[CH2:14][C@@H:13]([O:18][Si:19]([C:22]([CH3:25])([CH3:24])[CH3:23])([CH3:21])[CH3:20])[CH2:12]1)=[O:10])[C:2]1[CH:7]=[CH:6][CH:5]=[CH:4][CH:3]=1.[C:26](O)(=[O:33])[C:27]1[CH:32]=[CH:31][CH:30]=[CH:29][CH:28]=1.N(C(OCC)=O)=NC(OCC)=O. The catalyst is C1COCC1.COC(C)(C)C. The product is [CH2:1]([O:8][C:9]([N:11]1[CH2:12][C@H:13]([O:18][Si:19]([C:22]([CH3:25])([CH3:24])[CH3:23])([CH3:20])[CH3:21])[CH2:14][C@H:15]([O:17][C:26](=[O:33])[C:27]2[CH:32]=[CH:31][CH:30]=[CH:29][CH:28]=2)[CH2:16]1)=[O:10])[C:2]1[CH:3]=[CH:4][CH:5]=[CH:6][CH:7]=1. The yield is 0.780. (4) The reactants are C([Mg]Cl)(C)C.Br[C:7]1[CH:8]=[C:9]([F:14])[CH:10]=[C:11]([Br:13])[CH:12]=1.C1C[O:18][CH2:17]C1. No catalyst specified. The product is [Br:13][C:11]1[CH:12]=[C:7]([CH:8]=[C:9]([F:14])[CH:10]=1)[CH:17]=[O:18]. The yield is 1.00. (5) The reactants are [F:1][C:2]([F:11])([F:10])[C:3]1[CH:4]=[CH:5][C:6]([NH2:9])=[N:7][CH:8]=1.[Cl:12][C:13]1[CH:14]=[C:15]([CH:18]=[CH:19][CH:20]=1)[CH:16]=O.O.C1(C)C=CC(S(O)(=O)=O)=CC=1.[N+:33]([CH2:35][CH3:36])#[C-:34]. The catalyst is CO.O. The product is [Cl:12][C:13]1[CH:14]=[C:15]([C:16]2[N:9]=[C:6]3[CH:5]=[CH:4][C:3]([C:2]([F:1])([F:10])[F:11])=[CH:8][N:7]3[C:34]=2[NH:33][CH2:35][CH3:36])[CH:18]=[CH:19][CH:20]=1. The yield is 0.530. (6) The reactants are [OH:1][C:2]1[C:11]2[C:6](=[CH:7][CH:8]=[CH:9][CH:10]=2)[C:5]([NH:17][O:18][CH3:19])([CH2:12][CH2:13][CH:14]([CH3:16])[CH3:15])[C:4](=[O:20])[C:3]=1[C:21]1[NH:26][C:25]2[CH:27]=[CH:28][C:29]([NH:31][C:32](=[O:38])[O:33][C:34]([CH3:37])([CH3:36])[CH3:35])=[CH:30][C:24]=2[S:23](=[O:40])(=[O:39])[N:22]=1.[C:41](OC(=O)C)(=[O:43])[CH3:42]. The catalyst is N1C=CC=CC=1. The product is [C:41]([N:17]([O:18][CH3:19])[C:5]1([CH2:12][CH2:13][CH:14]([CH3:16])[CH3:15])[C:6]2[C:11](=[CH:10][CH:9]=[CH:8][CH:7]=2)[C:2]([OH:1])=[C:3]([C:21]2[NH:26][C:25]3[CH:27]=[CH:28][C:29]([NH:31][C:32](=[O:38])[O:33][C:34]([CH3:35])([CH3:37])[CH3:36])=[CH:30][C:24]=3[S:23](=[O:39])(=[O:40])[N:22]=2)[C:4]1=[O:20])(=[O:43])[CH3:42]. The yield is 0.680. (7) The reactants are [F:1][C:2]1[C:23]([O:24][CH3:25])=[C:22]([F:26])[C:5]2[N:6]=[C:7]([NH:9][C:10]([C:12]3[N:13]=[CH:14][C:15]4[C:20]([CH:21]=3)=[CH:19][CH:18]=[CH:17][CH:16]=4)=[O:11])[NH:8][C:4]=2[C:3]=1[C:27](O)=[O:28].CN(C(ON1N=NC2C=CC=CC1=2)=[N+](C)C)C.F[P-](F)(F)(F)(F)F.CCN(C(C)C)C(C)C.S(O)(O)(=O)=O.[NH2:68][C:69]1[NH:70][CH:71]=[CH:72][N:73]=1. The catalyst is CN(C=O)C.[Cl-].[Na+].O. The product is [F:26][C:22]1[C:5]2[N:6]=[C:7]([NH:9][C:10]([C:12]3[N:13]=[CH:14][C:15]4[C:20]([CH:21]=3)=[CH:19][CH:18]=[CH:17][CH:16]=4)=[O:11])[NH:8][C:4]=2[C:3]([C:27](=[O:28])[NH:68][C:69]2[NH:70][CH:71]=[CH:72][N:73]=2)=[C:2]([F:1])[C:23]=1[O:24][CH3:25]. The yield is 0.350. (8) The reactants are [C:1]([O:5][C:6](=[O:22])[NH:7][CH2:8][CH2:9][C:10]1[CH:15]=[CH:14][C:13]([C:16]2[N:17]=[C:18]([NH2:21])[S:19][CH:20]=2)=[CH:12][CH:11]=1)([CH3:4])([CH3:3])[CH3:2].[C:23](OC(=O)C)(=[O:25])[CH3:24].N1C=CC=CC=1. The catalyst is ClCCl.CN(C)C1C=CN=CC=1. The product is [C:23]([NH:21][C:18]1[S:19][CH:20]=[C:16]([C:13]2[CH:14]=[CH:15][C:10]([CH2:9][CH2:8][NH:7][C:6](=[O:22])[O:5][C:1]([CH3:4])([CH3:2])[CH3:3])=[CH:11][CH:12]=2)[N:17]=1)(=[O:25])[CH3:24]. The yield is 0.853. (9) The reactants are Br[C:2]1[CH:25]=[CH:24][C:5]2[N:6]([C:20]([CH3:23])([CH3:22])[CH3:21])[C:7]([C:9]3[CH:14]=[CH:13][CH:12]=[CH:11][C:10]=3[C:15]3[N:19]=[CH:18][NH:17][N:16]=3)=[N:8][C:4]=2[CH:3]=1.[NH2:26][C:27]1[N:32]=[CH:31][C:30](B2OC(C)(C)C(C)(C)O2)=[CH:29][N:28]=1.C([O-])([O-])=O.[Na+].[Na+]. The catalyst is CN(C=O)C.CCOC(C)=O.CC(P(C(C)(C)C)C1C=CC(N(C)C)=CC=1)(C)C.CC(P(C(C)(C)C)C1C=CC(N(C)C)=CC=1)(C)C.Cl[Pd]Cl. The product is [C:20]([N:6]1[C:5]2[CH:24]=[CH:25][C:2]([C:30]3[CH:29]=[N:28][C:27]([NH2:26])=[N:32][CH:31]=3)=[CH:3][C:4]=2[N:8]=[C:7]1[C:9]1[CH:14]=[CH:13][CH:12]=[CH:11][C:10]=1[C:15]1[N:19]=[CH:18][NH:17][N:16]=1)([CH3:21])([CH3:22])[CH3:23]. The yield is 0.340.